From a dataset of Forward reaction prediction with 1.9M reactions from USPTO patents (1976-2016). Predict the product of the given reaction. (1) Given the reactants C1(C[O:8][C:9]([N:11]2[CH2:16][CH2:15][N:14]([C:17]([O:19][CH2:20][C:21]3[CH:26]=[CH:25][CH:24]=[CH:23][CH:22]=3)=[O:18])[CH2:13][CH:12]2[C:27](O)([CH3:29])[CH3:28])=[O:10])C=CC=CC=1.[H-].[Na+], predict the reaction product. The product is: [C:21]1([CH2:20][O:19][C:17]([N:14]2[CH2:15][CH2:16][N:11]3[C:9](=[O:8])[O:10][C:27]([CH3:29])([CH3:28])[CH:12]3[CH2:13]2)=[O:18])[CH:22]=[CH:23][CH:24]=[CH:25][CH:26]=1. (2) Given the reactants [NH2:1][C:2]1[CH:7]=[C:6]([F:8])[C:5]([CH2:9][C:10]#[N:11])=[C:4]([Br:12])[CH:3]=1.[Cl:13]N1C(C)(C)C(=O)N(Cl)C1=O.C(OCC)(=O)C, predict the reaction product. The product is: [NH2:1][C:2]1[CH:7]=[C:6]([F:8])[C:5]([CH2:9][C:10]#[N:11])=[C:4]([Br:12])[C:3]=1[Cl:13]. (3) Given the reactants C(OC([N:8]1[CH2:13][CH2:12][CH2:11][C@@H:10]([O:14][CH3:15])[CH2:9]1)=O)(C)(C)C.[C:16]([OH:22])([C:18]([F:21])([F:20])[F:19])=[O:17], predict the reaction product. The product is: [F:19][C:18]([F:21])([F:20])[C:16]([OH:22])=[O:17].[CH3:15][O:14][C@@H:10]1[CH2:11][CH2:12][CH2:13][NH:8][CH2:9]1. (4) Given the reactants [C:1]([C:3]1[N:8]=[CH:7][C:6]([CH:9]([CH3:13])[C:10]([OH:12])=O)=[CH:5][CH:4]=1)#N.[CH3:14][N:15](C)CCCN=C=NCC.C1C=CC2N(O)N=NC=2C=1.C(N(CC)CC)C.[Cl:42][C:43]1[CH:44]=[C:45]([N:49]2[C:53]([CH2:54][NH2:55])=[CH:52][C:51]([C:56]([F:59])([F:58])[F:57])=[N:50]2)[CH:46]=[CH:47][CH:48]=1, predict the reaction product. The product is: [Cl:42][C:43]1[CH:44]=[C:45]([N:49]2[C:53]([CH2:54][NH:55][C:10](=[O:12])[CH:9]([C:6]3[CH:7]=[N:8][C:3]([CH2:1][C:14]#[N:15])=[CH:4][CH:5]=3)[CH3:13])=[CH:52][C:51]([C:56]([F:57])([F:58])[F:59])=[N:50]2)[CH:46]=[CH:47][CH:48]=1.